This data is from Catalyst prediction with 721,799 reactions and 888 catalyst types from USPTO. The task is: Predict which catalyst facilitates the given reaction. (1) Reactant: [CH2:1]([O:3][CH2:4][CH2:5][CH2:6][O:7][C:8](=[O:41])[C@@H:9]([NH:19][C:20]([C:22]1[C:23]([CH3:40])=[N:24][C:25]([NH:29][CH2:30][CH2:31][CH2:32][C:33]2[CH:38]=[CH:37][CH:36]=[C:35]([OH:39])[CH:34]=2)=[N:26][C:27]=1[CH3:28])=[O:21])[CH2:10][NH:11][C:12]([C:14]1[S:15][CH:16]=[CH:17][CH:18]=1)=[O:13])[CH3:2].[C:42](O[C:42](=[O:46])[CH:43]([CH3:45])[CH3:44])(=[O:46])[CH:43]([CH3:45])[CH3:44].N1C=CC=CC=1. Product: [CH2:1]([O:3][CH2:4][CH2:5][CH2:6][O:7][C:8](=[O:41])[C@@H:9]([NH:19][C:20]([C:22]1[C:27]([CH3:28])=[N:26][C:25]([NH:29][CH2:30][CH2:31][CH2:32][C:33]2[CH:38]=[CH:37][CH:36]=[C:35]([O:39][C:42](=[O:46])[CH:43]([CH3:45])[CH3:44])[CH:34]=2)=[N:24][C:23]=1[CH3:40])=[O:21])[CH2:10][NH:11][C:12]([C:14]1[S:15][CH:16]=[CH:17][CH:18]=1)=[O:13])[CH3:2]. The catalyst class is: 25. (2) Reactant: [O:1]([C:8]1[CH:9]=[C:10]([CH:22]=[CH:23][CH:24]=1)[CH2:11][O:12][C:13]12[CH2:19][C:16]([CH2:20][OH:21])([CH2:17][CH2:18]1)[CH2:15][CH2:14]2)[C:2]1[CH:7]=[CH:6][CH:5]=[CH:4][CH:3]=1.CC(OI1(OC(C)=O)(OC(C)=O)OC(=O)C2C=CC=CC1=2)=O. Product: [O:1]([C:8]1[CH:9]=[C:10]([CH:22]=[CH:23][CH:24]=1)[CH2:11][O:12][C:13]12[CH2:19][C:16]([CH:20]=[O:21])([CH2:15][CH2:14]1)[CH2:17][CH2:18]2)[C:2]1[CH:3]=[CH:4][CH:5]=[CH:6][CH:7]=1. The catalyst class is: 2.